From a dataset of NCI-60 drug combinations with 297,098 pairs across 59 cell lines. Regression. Given two drug SMILES strings and cell line genomic features, predict the synergy score measuring deviation from expected non-interaction effect. (1) Drug 1: CN(CC1=CN=C2C(=N1)C(=NC(=N2)N)N)C3=CC=C(C=C3)C(=O)NC(CCC(=O)O)C(=O)O. Drug 2: C1CC(=O)NC(=O)C1N2C(=O)C3=CC=CC=C3C2=O. Cell line: M14. Synergy scores: CSS=21.3, Synergy_ZIP=-3.53, Synergy_Bliss=-9.07, Synergy_Loewe=-25.8, Synergy_HSA=-10.0. (2) Synergy scores: CSS=35.6, Synergy_ZIP=5.86, Synergy_Bliss=6.12, Synergy_Loewe=7.62, Synergy_HSA=7.06. Drug 2: C1C(C(OC1N2C=NC3=C2NC=NCC3O)CO)O. Cell line: SNB-19. Drug 1: C1=NC2=C(N=C(N=C2N1C3C(C(C(O3)CO)O)O)F)N. (3) Drug 1: CC(C1=C(C=CC(=C1Cl)F)Cl)OC2=C(N=CC(=C2)C3=CN(N=C3)C4CCNCC4)N. Drug 2: COC1=CC(=CC(=C1O)OC)C2C3C(COC3=O)C(C4=CC5=C(C=C24)OCO5)OC6C(C(C7C(O6)COC(O7)C8=CC=CS8)O)O. Cell line: ACHN. Synergy scores: CSS=57.9, Synergy_ZIP=-4.43, Synergy_Bliss=-5.61, Synergy_Loewe=-15.1, Synergy_HSA=-4.10. (4) Drug 1: CS(=O)(=O)OCCCCOS(=O)(=O)C. Drug 2: C1C(C(OC1N2C=NC3=C2NC=NCC3O)CO)O. Cell line: BT-549. Synergy scores: CSS=12.5, Synergy_ZIP=-4.21, Synergy_Bliss=-1.29, Synergy_Loewe=-1.37, Synergy_HSA=-1.29.